Dataset: Forward reaction prediction with 1.9M reactions from USPTO patents (1976-2016). Task: Predict the product of the given reaction. (1) Given the reactants [C:1]([C:3]1[CH:8]=[CH:7][C:6]([C:9]2[C:10]([O:18][CH2:19][C:20]([F:23])([F:22])[F:21])=[N:11][CH:12]=[C:13]([CH:17]=2)[C:14](O)=[O:15])=[CH:5][CH:4]=1)#[N:2].[F:24][C:25]([F:34])([F:33])[C:26]1[N:30]=[C:29]([CH2:31][NH2:32])[O:28][N:27]=1, predict the reaction product. The product is: [C:1]([C:3]1[CH:4]=[CH:5][C:6]([C:9]2[C:10]([O:18][CH2:19][C:20]([F:22])([F:23])[F:21])=[N:11][CH:12]=[C:13]([CH:17]=2)[C:14]([NH:32][CH2:31][C:29]2[O:28][N:27]=[C:26]([C:25]([F:24])([F:33])[F:34])[N:30]=2)=[O:15])=[CH:7][CH:8]=1)#[N:2]. (2) Given the reactants [F:1][C:2]1[CH:7]=[CH:6][CH:5]=[CH:4][C:3]=1[C@H:8]([O:10][C:11]1[CH:15]=[C:14]([N:16]2[C:24]3[CH:23]=[C:22]([CH2:25][OH:26])[N:21]=[CH:20][C:19]=3[N:18]=[CH:17]2)[S:13][C:12]=1[C:27]([NH2:29])=[O:28])[CH3:9].[CH3:30][S:31](Cl)(=[O:33])=[O:32].C(N(CC)CC)C, predict the reaction product. The product is: [CH3:30][S:31]([O:26][CH2:25][C:22]1[N:21]=[CH:20][C:19]2[N:18]=[CH:17][N:16]([C:14]3[S:13][C:12]([C:27](=[O:28])[NH2:29])=[C:11]([O:10][C@@H:8]([C:3]4[CH:4]=[CH:5][CH:6]=[CH:7][C:2]=4[F:1])[CH3:9])[CH:15]=3)[C:24]=2[CH:23]=1)(=[O:33])=[O:32].